This data is from Catalyst prediction with 721,799 reactions and 888 catalyst types from USPTO. The task is: Predict which catalyst facilitates the given reaction. Reactant: Cl[C:2]([O:4][C:5]1[CH:10]=[CH:9][CH:8]=[CH:7][CH:6]=1)=[O:3].[NH2:11][C:12]1[CH:19]=[C:18]([O:20][CH2:21][CH2:22][O:23][CH3:24])[C:15]([C:16]#[N:17])=[CH:14][N:13]=1.N1C=CC=CC=1. Product: [C:5]1([O:4][C:2](=[O:3])[NH:11][C:12]2[CH:19]=[C:18]([O:20][CH2:21][CH2:22][O:23][CH3:24])[C:15]([C:16]#[N:17])=[CH:14][N:13]=2)[CH:10]=[CH:9][CH:8]=[CH:7][CH:6]=1. The catalyst class is: 1.